Task: Predict which catalyst facilitates the given reaction.. Dataset: Catalyst prediction with 721,799 reactions and 888 catalyst types from USPTO (1) Product: [CH2:6]([O:5][C:1](=[O:4])[CH2:2][S:3][C:9]1[C:10]([N+:15]([O-:17])=[O:16])=[N:11][CH:12]=[CH:13][CH:14]=1)[CH3:7]. The catalyst class is: 38. Reactant: [C:1]([O:5][CH2:6][CH3:7])(=[O:4])[CH2:2][SH:3].F[C:9]1[C:10]([N+:15]([O-:17])=[O:16])=[N:11][CH:12]=[CH:13][CH:14]=1.[H-].[Na+]. (2) Product: [Cl:1][C:2]1[CH:3]=[C:4]([CH2:26][CH2:27][CH2:28][N:29]([CH3:31])[CH3:30])[CH:5]=[C:6]2[C:10]=1[C:9](=[O:11])[N:8]([CH2:12][C:13]1[CH:14]=[CH:15][C:16]([O:19][C:20]3[CH:25]=[CH:24][CH:23]=[CH:22][CH:21]=3)=[CH:17][CH:18]=1)[CH2:7]2. The catalyst class is: 178. Reactant: [Cl:1][C:2]1[CH:3]=[C:4]([C:26]#[C:27][CH2:28][N:29]([CH3:31])[CH3:30])[CH:5]=[C:6]2[C:10]=1[C:9](=[O:11])[N:8]([CH2:12][C:13]1[CH:18]=[CH:17][C:16]([O:19][C:20]3[CH:25]=[CH:24][CH:23]=[CH:22][CH:21]=3)=[CH:15][CH:14]=1)[CH2:7]2.[H][H].C(Cl)(Cl)Cl.CO.